This data is from NCI-60 drug combinations with 297,098 pairs across 59 cell lines. The task is: Regression. Given two drug SMILES strings and cell line genomic features, predict the synergy score measuring deviation from expected non-interaction effect. (1) Drug 1: CN(C)N=NC1=C(NC=N1)C(=O)N. Drug 2: CC1=C(C(=CC=C1)Cl)NC(=O)C2=CN=C(S2)NC3=CC(=NC(=N3)C)N4CCN(CC4)CCO. Cell line: SF-295. Synergy scores: CSS=17.6, Synergy_ZIP=-6.45, Synergy_Bliss=-3.83, Synergy_Loewe=0.376, Synergy_HSA=0.726. (2) Drug 1: COCCOC1=C(C=C2C(=C1)C(=NC=N2)NC3=CC=CC(=C3)C#C)OCCOC.Cl. Drug 2: CC1C(C(CC(O1)OC2CC(CC3=C2C(=C4C(=C3O)C(=O)C5=CC=CC=C5C4=O)O)(C(=O)C)O)N)O. Cell line: UACC-257. Synergy scores: CSS=63.1, Synergy_ZIP=2.53, Synergy_Bliss=5.98, Synergy_Loewe=7.91, Synergy_HSA=10.2. (3) Drug 1: C1CC(=O)NC(=O)C1N2CC3=C(C2=O)C=CC=C3N. Drug 2: COCCOC1=C(C=C2C(=C1)C(=NC=N2)NC3=CC=CC(=C3)C#C)OCCOC.Cl. Cell line: 786-0. Synergy scores: CSS=4.75, Synergy_ZIP=-2.85, Synergy_Bliss=-0.860, Synergy_Loewe=1.12, Synergy_HSA=1.12. (4) Drug 1: CCC1=CC2CC(C3=C(CN(C2)C1)C4=CC=CC=C4N3)(C5=C(C=C6C(=C5)C78CCN9C7C(C=CC9)(C(C(C8N6C)(C(=O)OC)O)OC(=O)C)CC)OC)C(=O)OC.C(C(C(=O)O)O)(C(=O)O)O. Drug 2: CC1=C(C=C(C=C1)C(=O)NC2=CC(=CC(=C2)C(F)(F)F)N3C=C(N=C3)C)NC4=NC=CC(=N4)C5=CN=CC=C5. Cell line: HCT116. Synergy scores: CSS=22.5, Synergy_ZIP=1.33, Synergy_Bliss=5.35, Synergy_Loewe=-17.2, Synergy_HSA=5.82. (5) Drug 1: C1=CC(=C2C(=C1NCCNCCO)C(=O)C3=C(C=CC(=C3C2=O)O)O)NCCNCCO. Drug 2: CC1=C(C(CCC1)(C)C)C=CC(=CC=CC(=CC(=O)O)C)C. Cell line: SW-620. Synergy scores: CSS=18.9, Synergy_ZIP=-4.09, Synergy_Bliss=-8.90, Synergy_Loewe=-36.2, Synergy_HSA=-11.5. (6) Drug 1: C1=CN(C(=O)N=C1N)C2C(C(C(O2)CO)O)O.Cl. Drug 2: CC1CCC2CC(C(=CC=CC=CC(CC(C(=O)C(C(C(=CC(C(=O)CC(OC(=O)C3CCCCN3C(=O)C(=O)C1(O2)O)C(C)CC4CCC(C(C4)OC)O)C)C)O)OC)C)C)C)OC. Cell line: SK-MEL-28. Synergy scores: CSS=16.5, Synergy_ZIP=-2.45, Synergy_Bliss=3.09, Synergy_Loewe=-0.806, Synergy_HSA=2.55.